From a dataset of Forward reaction prediction with 1.9M reactions from USPTO patents (1976-2016). Predict the product of the given reaction. Given the reactants C(N(CC)CC)C.[N:8]1([S:14](Cl)(=[O:16])=[O:15])[CH2:13][CH2:12][O:11][CH2:10][CH2:9]1.[CH3:18][CH:19]1[CH2:23][CH2:22][CH2:21][N:20]1[CH2:24][CH2:25][CH2:26][O:27][C:28]1[CH:33]=[CH:32][C:31]([C:34]2[S:35][C:36]3[CH2:41][CH2:40][CH2:39][NH:38][C:37]=3[N:42]=2)=[CH:30][CH:29]=1.C(=O)([O-])[O-].[K+].[K+], predict the reaction product. The product is: [CH3:18][CH:19]1[CH2:23][CH2:22][CH2:21][N:20]1[CH2:24][CH2:25][CH2:26][O:27][C:28]1[CH:33]=[CH:32][C:31]([C:34]2[S:35][C:36]3[CH2:41][CH2:40][CH2:39][N:38]([S:14]([N:8]4[CH2:13][CH2:12][O:11][CH2:10][CH2:9]4)(=[O:16])=[O:15])[C:37]=3[N:42]=2)=[CH:30][CH:29]=1.